Task: Predict which catalyst facilitates the given reaction.. Dataset: Catalyst prediction with 721,799 reactions and 888 catalyst types from USPTO Reactant: [C:1]([NH:8][C:9]1[S:10][CH:11]=[CH:12][C:13]=1[C:14]1[CH:19]=[CH:18][CH:17]=[CH:16][CH:15]=1)([O:3][C:4]([CH3:7])([CH3:6])[CH3:5])=[O:2].[Cl:20]N1C(=O)CCC1=O. Product: [C:1]([NH:8][C:9]1[S:10][C:11]([Cl:20])=[CH:12][C:13]=1[C:14]1[CH:19]=[CH:18][CH:17]=[CH:16][CH:15]=1)([O:3][C:4]([CH3:7])([CH3:6])[CH3:5])=[O:2]. The catalyst class is: 4.